Task: Predict the reaction yield, written as a fraction of the theoretical maximum amount of product (1.0 means a 100% yield; for example, 0.34 means a 34% yield).. Dataset: Reaction yield outcomes from USPTO patents with 853,638 reactions (1) The reactants are [Br:1][C:2]1[CH:3]=[C:4]([CH:9]=[C:10]([CH2:12]O)[CH:11]=1)[C:5]([O:7][CH3:8])=[O:6].N1C=CC=CC=1.CS([Cl:24])(=O)=O. The catalyst is C1COCC1. The product is [Br:1][C:2]1[CH:3]=[C:4]([CH:9]=[C:10]([CH2:12][Cl:24])[CH:11]=1)[C:5]([O:7][CH3:8])=[O:6]. The yield is 0.620. (2) The reactants are [F:1][C:2]1[CH:3]=[CH:4][C:5]2[S:9][C:8]([CH2:10][N:11]3[CH2:16][CH2:15][NH:14][CH2:13][CH2:12]3)=[N:7][C:6]=2[CH:17]=1.CCN=C=NCCCN(C)C.Cl.C1C=CC2N(O)N=NC=2C=1.C(N(CC)CC)C.[N+:47]([C:50]1[CH:55]=[CH:54][C:53]([NH:56][CH:57]2[CH2:62][CH2:61][CH:60]([O:63][CH2:64][C:65](O)=[O:66])[CH2:59][CH2:58]2)=[CH:52][C:51]=1[C:68]([F:71])([F:70])[F:69])([O-:49])=[O:48]. The catalyst is ClCCl. The product is [F:1][C:2]1[CH:3]=[CH:4][C:5]2[S:9][C:8]([CH2:10][N:11]3[CH2:16][CH2:15][N:14]([C:65](=[O:66])[CH2:64][O:63][CH:60]4[CH2:61][CH2:62][CH:57]([NH:56][C:53]5[CH:54]=[CH:55][C:50]([N+:47]([O-:49])=[O:48])=[C:51]([C:68]([F:70])([F:69])[F:71])[CH:52]=5)[CH2:58][CH2:59]4)[CH2:13][CH2:12]3)=[N:7][C:6]=2[CH:17]=1. The yield is 0.530. (3) The reactants are [CH:1]1(/[CH:4]=[CH:5]/[C:6]([O:8][CH2:9][CH3:10])=[O:7])[CH2:3][CH2:2]1.C(O)(C(F)(F)F)=O.[CH2:18]([N:25]([CH2:31]O)[CH2:26][Si](C)(C)C)[C:19]1[CH:24]=[CH:23][CH:22]=[CH:21][CH:20]=1. The catalyst is C(Cl)Cl. The product is [CH2:18]([N:25]1[CH2:31][C@@H:4]([CH:1]2[CH2:3][CH2:2]2)[C@H:5]([C:6]([O:8][CH2:9][CH3:10])=[O:7])[CH2:26]1)[C:19]1[CH:24]=[CH:23][CH:22]=[CH:21][CH:20]=1. The yield is 0.540. (4) The reactants are [OH:1][CH:2]([CH2:27][C:28]1[CH:33]=[CH:32][CH:31]=[CH:30][CH:29]=1)[CH2:3][NH:4][C:5]([C:7]1[C:11]([NH:12][C:13]([C:15]2[CH:20]=[CH:19][CH:18]=[CH:17][N:16]=2)=[O:14])=[CH:10][N:9](C2CCCCO2)[N:8]=1)=[O:6].O.C1(C)C=CC(S(O)(=O)=O)=CC=1.C(=O)([O-])O.[Na+]. The catalyst is C(O)C. The product is [OH:1][CH:2]([CH2:27][C:28]1[CH:29]=[CH:30][CH:31]=[CH:32][CH:33]=1)[CH2:3][NH:4][C:5]([C:7]1[C:11]([NH:12][C:13]([C:15]2[CH:20]=[CH:19][CH:18]=[CH:17][N:16]=2)=[O:14])=[CH:10][NH:9][N:8]=1)=[O:6]. The yield is 0.820. (5) The product is [CH2:18]([O:17][C:15](=[O:16])[C:14](=[O:20])[CH2:12][C:11](=[O:13])/[CH:10]=[CH:9]/[C:6]1[CH:5]=[CH:4][C:3]([Cl:2])=[CH:8][CH:7]=1)[CH3:19]. No catalyst specified. The yield is 0.870. The reactants are [Na].[Cl:2][C:3]1[CH:8]=[CH:7][C:6](/[CH:9]=[CH:10]/[C:11](=[O:13])[CH3:12])=[CH:5][CH:4]=1.[C:14](OCC)(=[O:20])[C:15]([O:17][CH2:18][CH3:19])=[O:16].